From a dataset of Catalyst prediction with 721,799 reactions and 888 catalyst types from USPTO. Predict which catalyst facilitates the given reaction. (1) Reactant: [F:1][C:2]1[CH:3]=[C:4]([CH:9]=[CH:10][C:11]=1[C:12]1[CH:13]=[N:14][C:15]([O:18][CH2:19][CH:20]2[CH2:25][CH2:24][N:23]([CH2:26][C:27]3([C:31]([F:34])([F:33])[F:32])[CH2:30][CH2:29][CH2:28]3)[CH2:22][CH2:21]2)=[N:16][CH:17]=1)[C:5]([O:7]C)=[O:6].O[Li].O. Product: [F:1][C:2]1[CH:3]=[C:4]([CH:9]=[CH:10][C:11]=1[C:12]1[CH:13]=[N:14][C:15]([O:18][CH2:19][CH:20]2[CH2:21][CH2:22][N:23]([CH2:26][C:27]3([C:31]([F:34])([F:32])[F:33])[CH2:28][CH2:29][CH2:30]3)[CH2:24][CH2:25]2)=[N:16][CH:17]=1)[C:5]([OH:7])=[O:6]. The catalyst class is: 1. (2) Reactant: [Sb:1].[H-].[Li+].[CH3:4][Si:5]([CH3:8])([CH3:7])Cl. Product: [CH3:4][Si:5]([Sb:1]([Si:5]([CH3:8])([CH3:7])[CH3:4])[Si:5]([CH3:8])([CH3:7])[CH3:4])([CH3:8])[CH3:7]. The catalyst class is: 7. (3) Product: [ClH:21].[CH3:25][N:26]([CH3:31])[CH2:27][CH2:28][CH2:29][NH:30][C:19](=[O:20])[C:18]1[CH:22]=[CH:23][C:15]([N:13]2[C:12](=[O:24])[C:8]3=[CH:9][NH:10][C:11]4[C:2]([F:1])=[CH:3][CH:4]=[CH:5][C:6]=4[C:7]3=[N:14]2)=[CH:16][CH:17]=1. Reactant: [F:1][C:2]1[C:11]2[NH:10][CH:9]=[C:8]3[C:12](=[O:24])[N:13]([C:15]4[CH:23]=[CH:22][C:18]([C:19]([Cl:21])=[O:20])=[CH:17][CH:16]=4)[N:14]=[C:7]3[C:6]=2[CH:5]=[CH:4][CH:3]=1.[CH3:25][N:26]([CH3:31])[CH2:27][CH2:28][CH2:29][NH2:30]. The catalyst class is: 7. (4) The catalyst class is: 3. Reactant: C([O-])([O-])=O.[K+].[K+].[CH:7]([C:11]1[CH:16]=[CH:15][C:14]([N:17]2[C:26](=[O:27])[C:25]3[C:20](=[CH:21][CH:22]=[CH:23][CH:24]=3)[N:19]=[C:18]2[C:28]2[CH:33]=[CH:32][C:31]([OH:34])=[C:30]([CH3:35])[CH:29]=2)=[CH:13][CH:12]=1)([CH2:9][CH3:10])[CH3:8].Br[CH2:37][CH2:38][O:39][Si:40]([C:43]([CH3:46])([CH3:45])[CH3:44])([CH3:42])[CH3:41]. Product: [Si:40]([O:39][CH2:38][CH2:37][O:34][C:31]1[CH:32]=[CH:33][C:28]([C:18]2[N:17]([C:14]3[CH:13]=[CH:12][C:11]([CH:7]([CH2:9][CH3:10])[CH3:8])=[CH:16][CH:15]=3)[C:26](=[O:27])[C:25]3[C:20](=[CH:21][CH:22]=[CH:23][CH:24]=3)[N:19]=2)=[CH:29][C:30]=1[CH3:35])([C:43]([CH3:46])([CH3:45])[CH3:44])([CH3:42])[CH3:41]. (5) Reactant: [CH:1]([N:14]1[CH2:17][C:16]([C:19]2[CH:24]=[CH:23][CH:22]=[C:21]([CH:25]([CH3:27])[CH3:26])[CH:20]=2)(O)[CH2:15]1)([C:8]1[CH:13]=[CH:12][CH:11]=[CH:10][CH:9]=1)[C:2]1[CH:7]=[CH:6][CH:5]=[CH:4][CH:3]=1.C(N(CC)CC)C.CS([Cl:39])(=O)=O.O. Product: [CH:1]([N:14]1[CH2:17][C:16]([Cl:39])([C:19]2[CH:24]=[CH:23][CH:22]=[C:21]([CH:25]([CH3:27])[CH3:26])[CH:20]=2)[CH2:15]1)([C:8]1[CH:13]=[CH:12][CH:11]=[CH:10][CH:9]=1)[C:2]1[CH:7]=[CH:6][CH:5]=[CH:4][CH:3]=1. The catalyst class is: 22. (6) Reactant: [F:1][CH:2]([F:35])[O:3][C:4]1[N:9]=[C:8]([CH3:10])[C:7]([C:11]2[C:12]([CH3:33])=[C:13]([CH:30]=[CH:31][CH:32]=2)[CH2:14][NH:15][C:16]2[CH:29]=[CH:28][C:19]3[C@H:20]([CH2:23][C:24]([O:26]C)=[O:25])[CH2:21][O:22][C:18]=3[CH:17]=2)=[C:6]([CH3:34])[N:5]=1.[OH-].[Na+]. Product: [F:35][CH:2]([F:1])[O:3][C:4]1[N:9]=[C:8]([CH3:10])[C:7]([C:11]2[C:12]([CH3:33])=[C:13]([CH:30]=[CH:31][CH:32]=2)[CH2:14][NH:15][C:16]2[CH:29]=[CH:28][C:19]3[C@H:20]([CH2:23][C:24]([OH:26])=[O:25])[CH2:21][O:22][C:18]=3[CH:17]=2)=[C:6]([CH3:34])[N:5]=1. The catalyst class is: 111. (7) Reactant: [CH3:1][C:2]1[C:6]([C:7]2[O:8][C:9]3[CH:15]=[CH:14][C:13]([CH2:16][C:17]([OH:19])=O)=[CH:12][C:10]=3[CH:11]=2)=[C:5]([CH3:20])[O:4][N:3]=1.[CH3:21][C:22]1[CH:27]=[C:26]([CH3:28])[CH:25]=[CH:24][C:23]=1[CH:29]([NH2:35])[CH2:30][CH2:31][CH:32]([CH3:34])[CH3:33].C(Cl)CCl.C1C=CC2N(O)N=NC=2C=1.CCN(C(C)C)C(C)C. Product: [CH3:1][C:2]1[C:6]([C:7]2[O:8][C:9]3[CH:15]=[CH:14][C:13]([CH2:16][C:17]([NH:35][CH:29]([C:23]4[CH:24]=[CH:25][C:26]([CH3:28])=[CH:27][C:22]=4[CH3:21])[CH2:30][CH2:31][CH:32]([CH3:34])[CH3:33])=[O:19])=[CH:12][C:10]=3[CH:11]=2)=[C:5]([CH3:20])[O:4][N:3]=1. The catalyst class is: 34. (8) Reactant: [OH:1][NH:2][C:3]([CH2:5][CH:6]([N:18]1[C:26](=[O:27])[C:25]2[C:20](=[CH:21][CH:22]=[CH:23][C:24]=2[NH:28][C:29](=[O:31])[CH3:30])[C:19]1=[O:32])[C:7]1[CH:12]=[CH:11][C:10]([O:13][CH3:14])=[C:9]([O:15][CH2:16][CH3:17])[CH:8]=1)=[O:4].[C:33](OC(=O)C)(=[O:35])[CH3:34]. Product: [C:33]([O:1][NH:2][C:3](=[O:4])[CH2:5][CH:6]([N:18]1[C:26](=[O:27])[C:25]2[C:20](=[CH:21][CH:22]=[CH:23][C:24]=2[NH:28][C:29](=[O:31])[CH3:30])[C:19]1=[O:32])[C:7]1[CH:12]=[CH:11][C:10]([O:13][CH3:14])=[C:9]([O:15][CH2:16][CH3:17])[CH:8]=1)(=[O:35])[CH3:34]. The catalyst class is: 10.